Dataset: Forward reaction prediction with 1.9M reactions from USPTO patents (1976-2016). Task: Predict the product of the given reaction. (1) The product is: [OH:1][C:2]1[CH:3]=[C:4]([C:9](=[O:12])[CH2:10][CH3:11])[CH:5]=[CH:6][C:7]=1[O:8][CH3:13]. Given the reactants [OH:1][C:2]1[CH:3]=[C:4]([C:9](=[O:12])[CH2:10][CH3:11])[CH:5]=[CH:6][C:7]=1[OH:8].[C:13]([O-])([O-])=O.[K+].[K+].CI, predict the reaction product. (2) Given the reactants Cl[C:2]1[CH:3]=[CH:4][N:5]2[C:10]([C:11]=1[CH3:12])=[C:9]([CH:13]1[CH2:15][CH2:14]1)[CH:8]=[C:7]([C:16]([O:18][CH2:19][CH3:20])=[O:17])[C:6]2=[O:21].[F:22][C:23]1[CH:28]=[CH:27][C:26](B(O)O)=[CH:25][CH:24]=1.C([O-])([O-])=O.[Na+].[Na+], predict the reaction product. The product is: [F:22][C:23]1[CH:28]=[CH:27][C:26]([C:2]2[CH:3]=[CH:4][N:5]3[C:10]([C:11]=2[CH3:12])=[C:9]([CH:13]2[CH2:15][CH2:14]2)[CH:8]=[C:7]([C:16]([O:18][CH2:19][CH3:20])=[O:17])[C:6]3=[O:21])=[CH:25][CH:24]=1. (3) Given the reactants [CH3:1][C:2]1[N:3]=[C:4]([NH2:15])[S:5][C:6]=1[C:7]#[C:8][C:9]1[CH:10]=[N:11][CH:12]=[CH:13][CH:14]=1.[C:16](N1C=CN=C1)([N:18]1[CH:22]=[CH:21][N:20]=[CH:19]1)=[O:17].C(N(CC)CC)C.CC(OC)(C)C, predict the reaction product. The product is: [CH3:1][C:2]1[N:3]=[C:4]([NH:15][C:16]([N:18]2[CH:22]=[CH:21][N:20]=[CH:19]2)=[O:17])[S:5][C:6]=1[C:7]#[C:8][C:9]1[CH:10]=[N:11][CH:12]=[CH:13][CH:14]=1.